From a dataset of Forward reaction prediction with 1.9M reactions from USPTO patents (1976-2016). Predict the product of the given reaction. Given the reactants [C:1]1([C:7]2[N:8]=[C:9]([N:12]3[CH2:17][CH2:16][N:15](C(OC(C)(C)C)=O)[CH2:14][CH2:13]3)[S:10][CH:11]=2)[CH:6]=[CH:5][CH:4]=[CH:3][CH:2]=1.[ClH:25].C(OCC)C, predict the reaction product. The product is: [ClH:25].[ClH:25].[C:1]1([C:7]2[N:8]=[C:9]([N:12]3[CH2:17][CH2:16][NH:15][CH2:14][CH2:13]3)[S:10][CH:11]=2)[CH:2]=[CH:3][CH:4]=[CH:5][CH:6]=1.